This data is from NCI-60 drug combinations with 297,098 pairs across 59 cell lines. The task is: Regression. Given two drug SMILES strings and cell line genomic features, predict the synergy score measuring deviation from expected non-interaction effect. (1) Drug 1: CNC(=O)C1=CC=CC=C1SC2=CC3=C(C=C2)C(=NN3)C=CC4=CC=CC=N4. Drug 2: CC12CCC3C(C1CCC2=O)CC(=C)C4=CC(=O)C=CC34C. Synergy scores: CSS=64.3, Synergy_ZIP=-0.797, Synergy_Bliss=0.0505, Synergy_Loewe=-11.1, Synergy_HSA=1.34. Cell line: K-562. (2) Drug 1: CNC(=O)C1=NC=CC(=C1)OC2=CC=C(C=C2)NC(=O)NC3=CC(=C(C=C3)Cl)C(F)(F)F. Drug 2: CC(C)(C#N)C1=CC(=CC(=C1)CN2C=NC=N2)C(C)(C)C#N. Cell line: ACHN. Synergy scores: CSS=0.207, Synergy_ZIP=1.80, Synergy_Bliss=3.22, Synergy_Loewe=-1.20, Synergy_HSA=-1.31.